From a dataset of Reaction yield outcomes from USPTO patents with 853,638 reactions. Predict the reaction yield, written as a fraction of the theoretical maximum amount of product (1.0 means a 100% yield; for example, 0.34 means a 34% yield). (1) The reactants are [F:1][C:2]1[CH:7]=[CH:6][C:5]([N:8]2[C:16]3[C:11](=[CH:12][C:13]([CH2:18][C:19]([CH3:25])([CH3:24])[C:20]([O:22]C)=[O:21])=[C:14]([CH3:17])[CH:15]=3)[CH:10]=[N:9]2)=[CH:4][CH:3]=1.Cl. The catalyst is [OH-].[Na+].CO.CS(C)=O. The product is [F:1][C:2]1[CH:3]=[CH:4][C:5]([N:8]2[C:16]3[C:11](=[CH:12][C:13]([CH2:18][C:19]([CH3:25])([CH3:24])[C:20]([OH:22])=[O:21])=[C:14]([CH3:17])[CH:15]=3)[CH:10]=[N:9]2)=[CH:6][CH:7]=1. The yield is 0.800. (2) The reactants are [SH:1][C:2]1[CH:7]=[CH:6][CH:5]=[CH:4][N:3]=1.C(N(CC)CC)C.Cl[CH2:16][C:17]1[C:26]([OH:27])=[CH:25][CH:24]=[C:23]2[C:18]=1[CH2:19][CH2:20][CH2:21][C:22]2=[O:28]. The catalyst is O1CCCC1.C(OCC)(=O)C. The product is [OH:27][C:26]1[C:17]([CH2:16][S:1][C:2]2[CH:7]=[CH:6][CH:5]=[CH:4][N:3]=2)=[C:18]2[C:23](=[CH:24][CH:25]=1)[C:22](=[O:28])[CH2:21][CH2:20][CH2:19]2. The yield is 0.560. (3) The reactants are [N:1]1([CH2:7][CH2:8][NH2:9])[CH2:6][CH2:5][O:4][CH2:3][CH2:2]1.Cl[C:11]1[N:16]=[CH:15][C:14]2[C:17](=[C:22]3[C:30]4[C:25](=[CH:26][CH:27]=[C:28]([F:31])[CH:29]=4)[NH:24][C:23]3=[O:32])[O:18][CH:19]([CH2:20][CH3:21])[C:13]=2[C:12]=1[Cl:33].O1CCOC[CH2:35]1. No catalyst specified. The product is [Cl:33][C:12]1[C:13]2[CH:19]([CH2:20][CH2:21][CH3:35])[O:18][C:17](=[C:22]3[C:30]4[C:25](=[CH:26][CH:27]=[C:28]([F:31])[CH:29]=4)[NH:24][C:23]3=[O:32])[C:14]=2[CH:15]=[N:16][C:11]=1[NH:9][CH2:8][CH2:7][N:1]1[CH2:6][CH2:5][O:4][CH2:3][CH2:2]1. The yield is 0.240. (4) The yield is 0.710. The catalyst is CC1CCCO1.C(OCC)(=O)C. The reactants are [O:1]=[C:2]1[C:11]2[C:6](=[CH:7][CH:8]=[CH:9][C:10]=2[C:12]([F:15])([F:14])[F:13])[NH:5][CH:4]=[C:3]1[C:16]([OH:18])=O.[CH:19]12[N:25]([C:26]3[N:31]=[C:30]([C:32]([F:35])([F:34])[F:33])[C:29]([NH2:36])=[CH:28][CH:27]=3)[CH:22]([CH2:23][CH2:24]1)[CH2:21][CH2:20]2.N1C=CC=CC=1. The product is [CH:22]12[N:25]([C:26]3[N:31]=[C:30]([C:32]([F:35])([F:33])[F:34])[C:29]([NH:36][C:16]([C:3]4[C:2](=[O:1])[C:11]5[C:6](=[CH:7][CH:8]=[CH:9][C:10]=5[C:12]([F:13])([F:14])[F:15])[NH:5][CH:4]=4)=[O:18])=[CH:28][CH:27]=3)[CH:19]([CH2:20][CH2:21]1)[CH2:24][CH2:23]2. (5) The yield is 0.930. The catalyst is ClCCl. The product is [OH:31][C:22]1[C:21]([CH:2]2[C:10]3[C:5](=[CH:6][CH:7]=[CH:8][CH:9]=3)[N:4]([CH2:11][C:12]3[CH:13]=[CH:14][C:15]([O:18][CH3:19])=[CH:16][CH:17]=3)[C:3]2=[O:20])=[CH:30][C:25]2[C:26]([CH3:29])=[N:27][O:28][C:24]=2[CH:23]=1. The reactants are O[C:2]1([C:21]2[C:22]([OH:31])=[CH:23][C:24]3[O:28][N:27]=[C:26]([CH3:29])[C:25]=3[CH:30]=2)[C:10]2[C:5](=[CH:6][CH:7]=[CH:8][CH:9]=2)[N:4]([CH2:11][C:12]2[CH:17]=[CH:16][C:15]([O:18][CH3:19])=[CH:14][CH:13]=2)[C:3]1=[O:20].C([SiH](CC)CC)C.FC(F)(F)C(O)=O. (6) The reactants are [C:1](Cl)(=[O:3])[CH3:2].[C:5]([O:8][CH2:9][CH:10]([NH:16][CH2:17][C:18]([O:20][C:21]([CH3:24])([CH3:23])[CH3:22])=[O:19])[CH2:11][O:12][C:13](=[O:15])[CH3:14])(=[O:7])[CH3:6].C(N(CC)CC)C. No catalyst specified. The product is [C:5]([O:8][CH2:9][CH:10]([N:16]([CH2:17][C:18]([O:20][C:21]([CH3:24])([CH3:23])[CH3:22])=[O:19])[C:1](=[O:3])[CH3:2])[CH2:11][O:12][C:13](=[O:15])[CH3:14])(=[O:7])[CH3:6]. The yield is 0.500. (7) The reactants are [CH3:1][C:2]1[CH:7]=[C:6]([C:8](=[O:18])[CH:9]([C:12]2[CH:17]=[CH:16][CH:15]=[CH:14][CH:13]=2)C#N)[CH:5]=[CH:4][N:3]=1.C([O-])(O)=O.[Na+]. The catalyst is Br. The product is [CH3:1][C:2]1[CH:7]=[C:6]([C:8](=[O:18])[CH2:9][C:12]2[CH:13]=[CH:14][CH:15]=[CH:16][CH:17]=2)[CH:5]=[CH:4][N:3]=1. The yield is 0.260.